This data is from Catalyst prediction with 721,799 reactions and 888 catalyst types from USPTO. The task is: Predict which catalyst facilitates the given reaction. (1) Reactant: Cl[CH2:2][CH2:3][CH2:4][S:5]([O:8][CH2:9][C:10]([CH3:24])([CH3:23])[CH:11]([OH:22])[C:12]([O:14][CH2:15][C:16]1[CH:21]=[CH:20][CH:19]=[CH:18][CH:17]=1)=[O:13])(=[O:7])=[O:6].[N-:25]=[N+:26]=[N-:27].[Na+]. Product: [N:25]([CH2:2][CH2:3][CH2:4][S:5]([O:8][CH2:9][C:10]([CH3:24])([CH3:23])[CH:11]([OH:22])[C:12]([O:14][CH2:15][C:16]1[CH:21]=[CH:20][CH:19]=[CH:18][CH:17]=1)=[O:13])(=[O:7])=[O:6])=[N+:26]=[N-:27]. The catalyst class is: 16. (2) Product: [C:1]([O:4][C@H:5]([C:8]#[C:9][C:10]#[C:11][C@H:12]([N:22]=[C:23]=[S:24])[CH2:13][CH2:14][CH2:15][CH2:16][CH2:17][CH2:18][CH2:19][CH2:20][CH3:21])[CH:6]=[CH2:7])(=[O:3])[CH3:2]. The catalyst class is: 326. Reactant: [C:1]([O:4][C@H:5]([C:8]#[C:9][C:10]#[C:11][C@H:12]([NH2:22])[CH2:13][CH2:14][CH2:15][CH2:16][CH2:17][CH2:18][CH2:19][CH2:20][CH3:21])[CH:6]=[CH2:7])(=[O:3])[CH3:2].[C:23](Cl)(Cl)=[S:24]. (3) Reactant: [Si:1]([O:8][CH2:9][CH2:10][N:11]([CH2:26][C:27](=[O:65])[N:28]([CH2:55][CH2:56][O:57][Si:58]([C:61]([CH3:64])([CH3:63])[CH3:62])([CH3:60])[CH3:59])[CH2:29][C:30](=[O:54])[N:31]([CH2:44][CH2:45][O:46][Si:47]([C:50]([CH3:53])([CH3:52])[CH3:51])([CH3:49])[CH3:48])[CH2:32][CH2:33][C:34]([O:36]CC1C=CC=CC=1)=[O:35])[C:12](=[O:25])[CH2:13][NH:14]C(=O)OCC1C=CC=CC=1)([C:4]([CH3:7])([CH3:6])[CH3:5])([CH3:3])[CH3:2]. Product: [NH2:14][CH2:13][C:12]([N:11]([CH2:26][C:27](=[O:65])[N:28]([CH2:55][CH2:56][O:57][Si:58]([C:61]([CH3:64])([CH3:63])[CH3:62])([CH3:59])[CH3:60])[CH2:29][C:30](=[O:54])[N:31]([CH2:44][CH2:45][O:46][Si:47]([C:50]([CH3:51])([CH3:52])[CH3:53])([CH3:48])[CH3:49])[CH2:32][CH2:33][C:34]([OH:36])=[O:35])[CH2:10][CH2:9][O:8][Si:1]([CH3:2])([CH3:3])[C:4]([CH3:6])([CH3:5])[CH3:7])=[O:25]. The catalyst class is: 99. (4) Reactant: Br[CH:2]([CH3:9])[C:3](=[O:8])[C:4]([CH3:7])([CH3:6])[CH3:5].[C:10]([OH:15])(=[O:14])[C:11]([OH:13])=[O:12].[CH2:16]([K])[CH3:17]. Product: [CH3:9][CH:2]([O:12][C:11](=[O:13])[C:10]([O:15][CH2:16][CH3:17])=[O:14])[C:3](=[O:8])[C:4]([CH3:7])([CH3:6])[CH3:5]. The catalyst class is: 23. (5) Reactant: [CH3:1][C:2]([C:9]1[CH:22]=[CH:21][C:12]([O:13][CH2:14][C@H:15]2[O:19][C:18]([NH2:20])=[N:17][CH2:16]2)=[CH:11][CH:10]=1)([CH3:8])[CH2:3][C:4]([CH3:7])([CH3:6])[CH3:5].C([O:25][C:26](=O)[C:27]#[C:28][CH2:29][F:30])C. Product: [F:30][CH2:29][C:28]1[N:17]2[CH2:16][C@@H:15]([CH2:14][O:13][C:12]3[CH:21]=[CH:22][C:9]([C:2]([CH3:1])([CH3:8])[CH2:3][C:4]([CH3:5])([CH3:6])[CH3:7])=[CH:10][CH:11]=3)[O:19][C:18]2=[N:20][C:26](=[O:25])[CH:27]=1. The catalyst class is: 22.